Dataset: Full USPTO retrosynthesis dataset with 1.9M reactions from patents (1976-2016). Task: Predict the reactants needed to synthesize the given product. (1) Given the product [CH:1]1([C:4]2[N:5]=[N:6][S:7][C:8]=2[C:9]#[N:11])[CH2:3][CH2:2]1, predict the reactants needed to synthesize it. The reactants are: [CH:1]1([C:4]2[N:5]=[N:6][S:7][C:8]=2[C:9]([NH2:11])=O)[CH2:3][CH2:2]1.S(Cl)(Cl)=O.C(=O)([O-])O.[Na+]. (2) Given the product [CH3:53][O:54][C:2]1[C:10]2[C:5](=[N:6][CH:7]=[C:8]([C:24]3[CH:29]=[CH:28][CH:27]=[CH:26][CH:25]=3)[C:9]=2[N:11]2[CH2:16][CH2:15][N:14]([C:17]([O:19][C:20]([CH3:23])([CH3:22])[CH3:21])=[O:18])[CH2:13][CH2:12]2)[N:4]([CH2:30][C:31]2[CH:36]=[CH:35][C:34]([O:37][CH3:38])=[CH:33][CH:32]=2)[N:3]=1, predict the reactants needed to synthesize it. The reactants are: I[C:2]1[C:10]2[C:5](=[N:6][CH:7]=[C:8]([C:24]3[CH:29]=[CH:28][CH:27]=[CH:26][CH:25]=3)[C:9]=2[N:11]2[CH2:16][CH2:15][N:14]([C:17]([O:19][C:20]([CH3:23])([CH3:22])[CH3:21])=[O:18])[CH2:13][CH2:12]2)[N:4]([CH2:30][C:31]2[CH:36]=[CH:35][C:34]([O:37][CH3:38])=[CH:33][CH:32]=2)[N:3]=1.N1C2C(=CC=C3C=2N=CC=C3)C=CC=1.[CH3:53][OH:54].[F-].[K+]. (3) Given the product [CH2:1]([O:8][C:9](=[O:31])[CH:10]([CH3:13])[CH2:11][CH3:12])[C:2]1[CH:7]=[CH:6][CH:5]=[CH:4][CH:3]=1, predict the reactants needed to synthesize it. The reactants are: [CH2:1]([O:8][C:9](=[O:31])[C:10](OC1C=CC=C(CCNCCCCCCC)C=1)([CH3:13])[CH2:11][CH3:12])[C:2]1[CH:7]=[CH:6][CH:5]=[CH:4][CH:3]=1.FC1C=C(F)C=CC=1N=C=O.C(N(CC)C(C)C)(C)C. (4) The reactants are: [CH3:1][S:2]([CH2:5]P(=O)(OCC)OCC)(=[O:4])=[O:3].[Li+].[Cl-].C1CCN2C(=NCCC2)CC1.[Cl:27][C:28]1[CH:33]=[CH:32][C:31]([C:34]([N:41]2[C:49]3[C:44](=[C:45]([CH:50]=O)[CH:46]=[CH:47][CH:48]=3)[CH:43]=[CH:42]2)([CH2:39][CH3:40])[C:35]([O:37][CH3:38])=[O:36])=[CH:30][CH:29]=1. Given the product [Cl:27][C:28]1[CH:33]=[CH:32][C:31]([C:34]([N:41]2[C:49]3[C:44](=[C:45](/[CH:50]=[CH:5]/[S:2]([CH3:1])(=[O:3])=[O:4])[CH:46]=[CH:47][CH:48]=3)[CH:43]=[CH:42]2)([CH2:39][CH3:40])[C:35]([O:37][CH3:38])=[O:36])=[CH:30][CH:29]=1, predict the reactants needed to synthesize it. (5) The reactants are: [O:1]=[C:2]1[NH:7][C:6]2[CH:8]=[C:9]([C:11]([OH:13])=O)[S:10][C:5]=2[N:4]=[CH:3]1.CN(C(ON1N=NC2C=CC=CC1=2)=[N+](C)C)C.[B-](F)(F)(F)F.CCN(C(C)C)C(C)C.Cl.[NH2:46][C:47]1[CH:48]=[C:49]([NH:54][C:55](=[O:67])[C:56]2[CH:61]=[CH:60][CH:59]=[C:58]([C:62]([C:65]#[N:66])([CH3:64])[CH3:63])[CH:57]=2)[CH:50]=[CH:51][C:52]=1[CH3:53]. Given the product [C:65]([C:62]([C:58]1[CH:57]=[C:56]([CH:61]=[CH:60][CH:59]=1)[C:55]([NH:54][C:49]1[CH:50]=[CH:51][C:52]([CH3:53])=[C:47]([NH:46][C:11]([C:9]2[S:10][C:5]3[N:4]=[CH:3][C:2](=[O:1])[NH:7][C:6]=3[CH:8]=2)=[O:13])[CH:48]=1)=[O:67])([CH3:64])[CH3:63])#[N:66], predict the reactants needed to synthesize it.